Dataset: Peptide-MHC class II binding affinity with 134,281 pairs from IEDB. Task: Regression. Given a peptide amino acid sequence and an MHC pseudo amino acid sequence, predict their binding affinity value. This is MHC class II binding data. (1) The peptide sequence is EKKYFAATQFEPLRA. The MHC is HLA-DQA10101-DQB10501 with pseudo-sequence HLA-DQA10101-DQB10501. The binding affinity (normalized) is 0.400. (2) The peptide sequence is GKCDSAGRSRRSRRA. The MHC is DRB4_0103 with pseudo-sequence DRB4_0103. The binding affinity (normalized) is 0.872. (3) The peptide sequence is RTATNIWIDHNSFSN. The MHC is DRB3_0202 with pseudo-sequence DRB3_0202. The binding affinity (normalized) is 0.392. (4) The peptide sequence is MWALGENMAPEKVDF. The MHC is DRB5_0101 with pseudo-sequence DRB5_0101. The binding affinity (normalized) is 0.0653.